Dataset: NCI-60 drug combinations with 297,098 pairs across 59 cell lines. Task: Regression. Given two drug SMILES strings and cell line genomic features, predict the synergy score measuring deviation from expected non-interaction effect. (1) Drug 1: C1C(C(OC1N2C=C(C(=O)NC2=O)F)CO)O. Drug 2: CCC1(CC2CC(C3=C(CCN(C2)C1)C4=CC=CC=C4N3)(C5=C(C=C6C(=C5)C78CCN9C7C(C=CC9)(C(C(C8N6C=O)(C(=O)OC)O)OC(=O)C)CC)OC)C(=O)OC)O.OS(=O)(=O)O. Cell line: K-562. Synergy scores: CSS=45.3, Synergy_ZIP=-3.37, Synergy_Bliss=1.12, Synergy_Loewe=-0.780, Synergy_HSA=4.21. (2) Drug 1: CC1=C(C=C(C=C1)NC(=O)C2=CC=C(C=C2)CN3CCN(CC3)C)NC4=NC=CC(=N4)C5=CN=CC=C5. Drug 2: CN(CCCl)CCCl.Cl. Synergy scores: CSS=23.7, Synergy_ZIP=-11.9, Synergy_Bliss=-3.71, Synergy_Loewe=-4.29, Synergy_HSA=-1.35. Cell line: KM12. (3) Cell line: SK-OV-3. Synergy scores: CSS=-0.821, Synergy_ZIP=0.521, Synergy_Bliss=2.19, Synergy_Loewe=-4.05, Synergy_HSA=0.121. Drug 2: CC(C1=C(C=CC(=C1Cl)F)Cl)OC2=C(N=CC(=C2)C3=CN(N=C3)C4CCNCC4)N. Drug 1: CC1=C(C=C(C=C1)NC2=NC=CC(=N2)N(C)C3=CC4=NN(C(=C4C=C3)C)C)S(=O)(=O)N.Cl. (4) Drug 1: CC1C(C(CC(O1)OC2CC(CC3=C2C(=C4C(=C3O)C(=O)C5=C(C4=O)C(=CC=C5)OC)O)(C(=O)C)O)N)O.Cl. Drug 2: CCC1(CC2CC(C3=C(CCN(C2)C1)C4=CC=CC=C4N3)(C5=C(C=C6C(=C5)C78CCN9C7C(C=CC9)(C(C(C8N6C=O)(C(=O)OC)O)OC(=O)C)CC)OC)C(=O)OC)O.OS(=O)(=O)O. Cell line: NCI-H460. Synergy scores: CSS=15.2, Synergy_ZIP=7.05, Synergy_Bliss=10.3, Synergy_Loewe=4.49, Synergy_HSA=5.36. (5) Drug 1: CC1OCC2C(O1)C(C(C(O2)OC3C4COC(=O)C4C(C5=CC6=C(C=C35)OCO6)C7=CC(=C(C(=C7)OC)O)OC)O)O. Drug 2: CC1=C2C(C(=O)C3(C(CC4C(C3C(C(C2(C)C)(CC1OC(=O)C(C(C5=CC=CC=C5)NC(=O)C6=CC=CC=C6)O)O)OC(=O)C7=CC=CC=C7)(CO4)OC(=O)C)O)C)OC(=O)C. Cell line: HL-60(TB). Synergy scores: CSS=51.3, Synergy_ZIP=-6.82, Synergy_Bliss=-11.1, Synergy_Loewe=-12.0, Synergy_HSA=-8.54. (6) Drug 1: CS(=O)(=O)C1=CC(=C(C=C1)C(=O)NC2=CC(=C(C=C2)Cl)C3=CC=CC=N3)Cl. Drug 2: CC(C1=C(C=CC(=C1Cl)F)Cl)OC2=C(N=CC(=C2)C3=CN(N=C3)C4CCNCC4)N. Cell line: HCC-2998. Synergy scores: CSS=5.14, Synergy_ZIP=-3.80, Synergy_Bliss=-3.36, Synergy_Loewe=-6.67, Synergy_HSA=-4.81. (7) Drug 1: CS(=O)(=O)C1=CC(=C(C=C1)C(=O)NC2=CC(=C(C=C2)Cl)C3=CC=CC=N3)Cl. Drug 2: C1=CN(C(=O)N=C1N)C2C(C(C(O2)CO)O)O.Cl. Cell line: UACC-257. Synergy scores: CSS=4.43, Synergy_ZIP=-0.543, Synergy_Bliss=3.80, Synergy_Loewe=-2.77, Synergy_HSA=0.844.